From a dataset of Catalyst prediction with 721,799 reactions and 888 catalyst types from USPTO. Predict which catalyst facilitates the given reaction. Reactant: [CH:1]1([CH2:7][CH:8]2[CH2:13][CH:12]([C:14]([O:16][CH3:17])=[O:15])[CH2:11][CH2:10][NH:9]2)[CH2:6][CH2:5][CH2:4][CH2:3][CH2:2]1.[C:18](Cl)(=[O:21])[O:19][CH3:20].CCN(C(C)C)C(C)C.ClCCl. Product: [CH:1]1([CH2:7][CH:8]2[CH2:13][CH:12]([C:14]([O:16][CH3:17])=[O:15])[CH2:11][CH2:10][N:9]2[C:18]([O:19][CH3:20])=[O:21])[CH2:6][CH2:5][CH2:4][CH2:3][CH2:2]1. The catalyst class is: 27.